Task: Predict the product of the given reaction.. Dataset: Forward reaction prediction with 1.9M reactions from USPTO patents (1976-2016) Given the reactants [Br:1][C:2]1[CH:7]=[CH:6][C:5]([C:8]2[O:12][N:11]=[C:10]([CH3:13])[C:9]=2[CH:14]=O)=[CH:4][CH:3]=1.[CH3:16][CH:17]([C:20]1[CH:25]=[CH:24][CH:23]=[CH:22][CH:21]=1)[CH2:18][NH2:19], predict the reaction product. The product is: [Br:1][C:2]1[CH:7]=[CH:6][C:5]([C:8]2[O:12][N:11]=[C:10]([CH3:13])[C:9]=2[CH2:14][NH:19][CH2:18][CH:17]([C:20]2[CH:25]=[CH:24][CH:23]=[CH:22][CH:21]=2)[CH3:16])=[CH:4][CH:3]=1.